Dataset: Full USPTO retrosynthesis dataset with 1.9M reactions from patents (1976-2016). Task: Predict the reactants needed to synthesize the given product. (1) The reactants are: [C:1]([N:9]1[CH2:14][CH2:13][N:12]([CH2:15][C:16]([OH:18])=O)[CH2:11][CH2:10]1)(=[O:8])[C:2]1[CH:7]=[CH:6][CH:5]=[CH:4][CH:3]=1.Cl.[NH:20]1[CH2:23][CH2:22][CH2:21]1.Cl.C(N=C=NCCCN(C)C)C.ON1C2C=CC=CC=2N=N1. Given the product [N:20]1([C:16](=[O:18])[CH2:15][N:12]2[CH2:11][CH2:10][N:9]([C:1](=[O:8])[C:2]3[CH:3]=[CH:4][CH:5]=[CH:6][CH:7]=3)[CH2:14][CH2:13]2)[CH2:23][CH2:22][CH2:21]1, predict the reactants needed to synthesize it. (2) Given the product [O:2]1[C:6]2[CH:7]=[CH:8][CH:9]=[C:10]([CH:11]3[CH2:16][CH2:15][N:14]([CH2:17][CH2:18][C@H:19]4[CH2:20][CH2:21][C@H:22]([NH:25][C:29](=[O:30])[CH:28]([OH:32])[C:27]([F:34])([F:33])[F:26])[CH2:23][CH2:24]4)[CH2:13][CH2:12]3)[C:5]=2[O:4][CH2:3]1, predict the reactants needed to synthesize it. The reactants are: Cl.[O:2]1[C:6]2[CH:7]=[CH:8][CH:9]=[C:10]([CH:11]3[CH2:16][CH2:15][N:14]([CH2:17][CH2:18][C@H:19]4[CH2:24][CH2:23][C@H:22]([NH2:25])[CH2:21][CH2:20]4)[CH2:13][CH2:12]3)[C:5]=2[O:4][CH2:3]1.[F:26][C:27]([F:34])([F:33])[CH:28]([OH:32])[C:29](O)=[O:30]. (3) Given the product [Br:1][C:2]1[C:15]([F:16])=[CH:14][C:13]2[CH:12]3[CH2:11][CH:10]([CH2:17]3)[N:9]3[C:5](=[N:6][C:7]([C:20]([NH2:24])=[O:21])=[C:8]3[CH:18]=[O:19])[C:4]=2[CH:3]=1, predict the reactants needed to synthesize it. The reactants are: [Br:1][C:2]1[C:15]([F:16])=[CH:14][C:13]2[CH:12]3[CH2:17][CH:10]([CH2:11]3)[N:9]3[C:5](=[N:6][C:7]([C:20](O)=[O:21])=[C:8]3[CH:18]=[O:19])[C:4]=2[CH:3]=1.[Cl-].[NH4+:24]. (4) Given the product [Cl-:14].[Br:1][C:2]1[CH:8]=[C:7]([F:9])[CH:6]=[CH:5][C:3]=1[NH:4][NH3+:10], predict the reactants needed to synthesize it. The reactants are: [Br:1][C:2]1[CH:8]=[C:7]([F:9])[CH:6]=[CH:5][C:3]=1[NH2:4].[N:10]([O-])=O.[Na+].[Cl:14][Sn]Cl. (5) Given the product [CH3:1][N:2]([CH2:9][CH:10]1[CH:15]2[CH2:16][CH:12]([CH2:13][CH2:14]2)[C:11]1=[O:17])[CH3:3], predict the reactants needed to synthesize it. The reactants are: [CH3:1][NH:2][CH3:3].C1COCC1.[CH2:9]=[C:10]1[CH:15]2[CH2:16][CH:12]([CH2:13][CH2:14]2)[C:11]1=[O:17].